Predict the reactants needed to synthesize the given product. From a dataset of Full USPTO retrosynthesis dataset with 1.9M reactions from patents (1976-2016). (1) Given the product [Br:34][C:19]1[C:18](=[O:35])[N:17]([CH2:16][C:13]2[N:14]=[CH:15][C:10]([CH2:9][NH:8][C:6](=[O:7])[CH2:5][OH:4])=[N:11][CH:12]=2)[C:22]([CH3:23])=[CH:21][C:20]=1[O:24][CH2:25][C:26]1[CH:31]=[CH:30][C:29]([F:32])=[CH:28][C:27]=1[F:33], predict the reactants needed to synthesize it. The reactants are: C([O:4][CH2:5][C:6]([NH:8][CH2:9][C:10]1[CH:15]=[N:14][C:13]([CH2:16][N:17]2[C:22]([CH3:23])=[CH:21][C:20]([O:24][CH2:25][C:26]3[CH:31]=[CH:30][C:29]([F:32])=[CH:28][C:27]=3[F:33])=[C:19]([Br:34])[C:18]2=[O:35])=[CH:12][N:11]=1)=[O:7])(=O)C.C([O-])([O-])=O.[K+].[K+]. (2) Given the product [CH3:1][C:2]1[N:11]=[C:10]([C:12]2[CH:13]=[CH:14][C:15]([C:18]3[CH:19]=[N:20][CH:21]=[N:22][CH:23]=3)=[CH:16][CH:17]=2)[C:9]2[CH2:8][CH2:7][C@H:6]3[C@H:24]([CH3:31])[C:25](=[O:30])[C:26]([C:28]#[N:29])=[CH:27][C@:5]3([C:32]3[CH:33]=[CH:34][CH:35]=[CH:36][CH:37]=3)[C:4]=2[N:3]=1, predict the reactants needed to synthesize it. The reactants are: [CH3:1][C:2]1[N:11]=[C:10]([C:12]2[CH:17]=[CH:16][C:15]([C:18]3[CH:19]=[N:20][CH:21]=[N:22][CH:23]=3)=[CH:14][CH:13]=2)[C:9]2[CH2:8][CH2:7][C@H:6]3[C@H:24]([CH3:31])[C:25](=[O:30])[CH:26]([C:28]#[N:29])[CH2:27][C@:5]3([C:32]3[CH:37]=[CH:36][CH:35]=[CH:34][CH:33]=3)[C:4]=2[N:3]=1.ClC1C(=O)C(C#N)=C(C#N)C(=O)C=1Cl. (3) Given the product [CH3:1][C:2]1[CH:11]=[CH:10][CH:9]=[C:8]2[C:3]=1[CH:4]=[CH:5][CH:6]=[C:7]2[O:12][C:14]1[CH:21]=[CH:20][C:17]([C:18]#[N:19])=[CH:16][N:15]=1, predict the reactants needed to synthesize it. The reactants are: [CH3:1][C:2]1[CH:11]=[CH:10][CH:9]=[C:8]2[C:3]=1[CH:4]=[CH:5][CH:6]=[C:7]2[OH:12].Cl[C:14]1[CH:21]=[CH:20][C:17]([C:18]#[N:19])=[CH:16][N:15]=1. (4) Given the product [CH2:14]([O:11][C:4]1[CH:5]=[CH:6][C:7]([N+:8]([O-:10])=[O:9])=[C:2]([F:1])[CH:3]=1)[CH:13]=[CH2:12], predict the reactants needed to synthesize it. The reactants are: [F:1][C:2]1[CH:3]=[C:4]([OH:11])[CH:5]=[CH:6][C:7]=1[N+:8]([O-:10])=[O:9].[CH2:12](Br)[CH:13]=[CH2:14].C([O-])([O-])=O.[K+].[K+]. (5) Given the product [CH3:11][C:10]1[C:5]([NH:4][C:1](=[O:3])[CH3:2])=[CH:6][C:7]2[CH2:12][CH2:13][CH2:14][C:15](=[O:17])[C:8]=2[CH:9]=1, predict the reactants needed to synthesize it. The reactants are: [C:1]([NH:4][C:5]1[CH:6]=[C:7]([C:12](=O)[CH2:13][CH2:14][C:15]([OH:17])=O)[CH:8]=[CH:9][C:10]=1[CH3:11])(=[O:3])[CH3:2].S(Cl)(Cl)=O.[Al+3].[Cl-].[Cl-].[Cl-].